This data is from Reaction yield outcomes from USPTO patents with 853,638 reactions. The task is: Predict the reaction yield, written as a fraction of the theoretical maximum amount of product (1.0 means a 100% yield; for example, 0.34 means a 34% yield). (1) The reactants are [CH3:1][C:2]([CH3:21])([CH:19]=[CH2:20])[C:3]([CH:5]1[C:10](=O)[CH2:9][CH2:8][N:7]([C:12]([O:14][C:15]([CH3:18])([CH3:17])[CH3:16])=[O:13])[CH2:6]1)=O.[NH2:22][NH2:23].O. The catalyst is CCO. The product is [C:15]([O:14][C:12]([N:7]1[CH2:8][CH2:9][C:10]2[NH:22][N:23]=[C:3]([C:2]([CH3:21])([CH3:1])[CH2:19][CH3:20])[C:5]=2[CH2:6]1)=[O:13])([CH3:18])([CH3:17])[CH3:16]. The yield is 0.0334. (2) The reactants are [CH2:1]([C:3]1[N:4]=[C:5]([CH3:25])[NH:6][C:7](=[O:24])[C:8]=1[CH2:9][C:10]1[CH:15]=[CH:14][C:13]([C:16]2[C:17]([C:22]#[N:23])=[CH:18][CH:19]=[CH:20][CH:21]=2)=[CH:12][CH:11]=1)[CH3:2].[CH3:26][CH:27]1[CH2:31][C:30]2[CH:32]=[C:33](B(O)O)[CH:34]=[CH:35][C:29]=2[O:28]1.C(N(CC)CC)C.N1C=CC=CC=1. The catalyst is C([O-])(=O)C.[Cu+2].C([O-])(=O)C.C(OCC)(=O)C.C(Cl)Cl. The product is [CH2:1]([C:3]1[N:4]=[C:5]([CH3:25])[N:6]([C:33]2[CH:34]=[CH:35][C:29]3[O:28][CH:27]([CH3:26])[CH2:31][C:30]=3[CH:32]=2)[C:7](=[O:24])[C:8]=1[CH2:9][C:10]1[CH:15]=[CH:14][C:13]([C:16]2[C:17]([C:22]#[N:23])=[CH:18][CH:19]=[CH:20][CH:21]=2)=[CH:12][CH:11]=1)[CH3:2]. The yield is 0.780.